Dataset: Catalyst prediction with 721,799 reactions and 888 catalyst types from USPTO. Task: Predict which catalyst facilitates the given reaction. Reactant: [Br:1][C:2]1[CH:3]=[N:4][CH:5]=[CH:6][C:7]=1[CH2:8]O.S(Cl)([Cl:12])=O. Product: [Br:1][C:2]1[CH:3]=[N:4][CH:5]=[CH:6][C:7]=1[CH2:8][Cl:12]. The catalyst class is: 2.